Dataset: Peptide-MHC class II binding affinity with 134,281 pairs from IEDB. Task: Regression. Given a peptide amino acid sequence and an MHC pseudo amino acid sequence, predict their binding affinity value. This is MHC class II binding data. (1) The MHC is DRB1_0701 with pseudo-sequence DRB1_0701. The binding affinity (normalized) is 0.382. The peptide sequence is LPVPPTVTVFKIPKK. (2) The MHC is DRB1_0401 with pseudo-sequence DRB1_0401. The peptide sequence is AFKVAAAAANAAPAN. The binding affinity (normalized) is 0.616. (3) The peptide sequence is PETPNMDVIGERIKRIK. The MHC is DRB1_0802 with pseudo-sequence DRB1_0802. The binding affinity (normalized) is 0.505. (4) The peptide sequence is LSRCIEIDSADKSGC. The MHC is DRB1_0101 with pseudo-sequence DRB1_0101. The binding affinity (normalized) is 0.0631. (5) The peptide sequence is GELQIVEKIDAAFKI. The MHC is DRB1_0701 with pseudo-sequence DRB1_0701. The binding affinity (normalized) is 0.887. (6) The peptide sequence is QKLIEDINASFRAAM. The MHC is HLA-DQA10102-DQB10502 with pseudo-sequence HLA-DQA10102-DQB10502. The binding affinity (normalized) is 0.473.